The task is: Regression. Given two drug SMILES strings and cell line genomic features, predict the synergy score measuring deviation from expected non-interaction effect.. This data is from NCI-60 drug combinations with 297,098 pairs across 59 cell lines. (1) Drug 1: C(CC(=O)O)C(=O)CN.Cl. Drug 2: C1C(C(OC1N2C=NC(=NC2=O)N)CO)O. Cell line: SW-620. Synergy scores: CSS=14.2, Synergy_ZIP=-3.12, Synergy_Bliss=-2.14, Synergy_Loewe=-12.1, Synergy_HSA=0.946. (2) Drug 1: CC1=C2C(C(=O)C3(C(CC4C(C3C(C(C2(C)C)(CC1OC(=O)C(C(C5=CC=CC=C5)NC(=O)OC(C)(C)C)O)O)OC(=O)C6=CC=CC=C6)(CO4)OC(=O)C)O)C)O. Drug 2: CC(C)CN1C=NC2=C1C3=CC=CC=C3N=C2N. Cell line: NCI-H226. Synergy scores: CSS=16.5, Synergy_ZIP=-6.11, Synergy_Bliss=-7.84, Synergy_Loewe=-7.85, Synergy_HSA=-5.26. (3) Drug 1: CCN(CC)CCNC(=O)C1=C(NC(=C1C)C=C2C3=C(C=CC(=C3)F)NC2=O)C. Drug 2: CNC(=O)C1=NC=CC(=C1)OC2=CC=C(C=C2)NC(=O)NC3=CC(=C(C=C3)Cl)C(F)(F)F. Cell line: KM12. Synergy scores: CSS=39.5, Synergy_ZIP=-0.503, Synergy_Bliss=-1.18, Synergy_Loewe=-29.5, Synergy_HSA=-1.43. (4) Drug 1: C1=CC(=CC=C1CCC2=CNC3=C2C(=O)NC(=N3)N)C(=O)NC(CCC(=O)O)C(=O)O. Drug 2: C1=CC=C(C=C1)NC(=O)CCCCCCC(=O)NO. Cell line: MOLT-4. Synergy scores: CSS=79.5, Synergy_ZIP=0.435, Synergy_Bliss=0.173, Synergy_Loewe=-14.5, Synergy_HSA=1.63. (5) Drug 1: CN(C)N=NC1=C(NC=N1)C(=O)N. Drug 2: CCC(=C(C1=CC=CC=C1)C2=CC=C(C=C2)OCCN(C)C)C3=CC=CC=C3.C(C(=O)O)C(CC(=O)O)(C(=O)O)O. Cell line: MCF7. Synergy scores: CSS=7.78, Synergy_ZIP=-2.36, Synergy_Bliss=-1.12, Synergy_Loewe=-6.77, Synergy_HSA=-1.55. (6) Drug 1: C1=CC(=CC=C1CC(C(=O)O)N)N(CCCl)CCCl.Cl. Drug 2: COC1=NC(=NC2=C1N=CN2C3C(C(C(O3)CO)O)O)N. Cell line: SW-620. Synergy scores: CSS=21.0, Synergy_ZIP=-5.35, Synergy_Bliss=-2.23, Synergy_Loewe=-4.71, Synergy_HSA=-4.49. (7) Drug 1: CC12CCC3C(C1CCC2O)C(CC4=C3C=CC(=C4)O)CCCCCCCCCS(=O)CCCC(C(F)(F)F)(F)F. Drug 2: CC1C(C(CC(O1)OC2CC(CC3=C2C(=C4C(=C3O)C(=O)C5=C(C4=O)C(=CC=C5)OC)O)(C(=O)CO)O)N)O.Cl. Cell line: COLO 205. Synergy scores: CSS=56.1, Synergy_ZIP=2.29, Synergy_Bliss=3.66, Synergy_Loewe=-2.73, Synergy_HSA=1.74. (8) Drug 1: COC1=CC(=CC(=C1O)OC)C2C3C(COC3=O)C(C4=CC5=C(C=C24)OCO5)OC6C(C(C7C(O6)COC(O7)C8=CC=CS8)O)O. Drug 2: C#CCC(CC1=CN=C2C(=N1)C(=NC(=N2)N)N)C3=CC=C(C=C3)C(=O)NC(CCC(=O)O)C(=O)O. Cell line: NCI-H322M. Synergy scores: CSS=9.63, Synergy_ZIP=-2.03, Synergy_Bliss=1.18, Synergy_Loewe=1.40, Synergy_HSA=1.40. (9) Drug 1: C1CCN(CC1)CCOC2=CC=C(C=C2)C(=O)C3=C(SC4=C3C=CC(=C4)O)C5=CC=C(C=C5)O. Drug 2: C1CC(C1)(C(=O)O)C(=O)O.[NH2-].[NH2-].[Pt+2]. Cell line: LOX IMVI. Synergy scores: CSS=36.0, Synergy_ZIP=-12.8, Synergy_Bliss=-7.02, Synergy_Loewe=-4.53, Synergy_HSA=-4.82. (10) Drug 1: CN1C2=C(C=C(C=C2)N(CCCl)CCCl)N=C1CCCC(=O)O.Cl. Drug 2: CC12CCC3C(C1CCC2O)C(CC4=C3C=CC(=C4)O)CCCCCCCCCS(=O)CCCC(C(F)(F)F)(F)F. Cell line: MDA-MB-435. Synergy scores: CSS=0.382, Synergy_ZIP=-1.59, Synergy_Bliss=-4.85, Synergy_Loewe=-2.18, Synergy_HSA=-3.83.